From a dataset of Catalyst prediction with 721,799 reactions and 888 catalyst types from USPTO. Predict which catalyst facilitates the given reaction. (1) Reactant: [I:1][C:2]1[CH:3]=[C:4]2[C:9](=[CH:10][CH:11]=1)[C:8](=[O:12])[NH:7][C:6](=[O:13])/[C:5]/2=[CH:14]/OC.[CH2:17]([NH:19][CH2:20][CH:21]1[CH2:26][CH2:25][N:24]([C:27]2[CH:32]=[CH:31][C:30]([NH2:33])=[CH:29][CH:28]=2)[CH2:23][CH2:22]1)[CH3:18].FC(F)(F)C(O)=O.C(N(CC)CC)C. Product: [CH2:17]([NH:19][CH2:20][CH:21]1[CH2:22][CH2:23][N:24]([C:27]2[CH:32]=[CH:31][C:30]([NH:33]/[CH:14]=[C:5]3\[C:6](=[O:13])[NH:7][C:8](=[O:12])[C:9]4[C:4]\3=[CH:3][C:2]([I:1])=[CH:11][CH:10]=4)=[CH:29][CH:28]=2)[CH2:25][CH2:26]1)[CH3:18]. The catalyst class is: 9. (2) Reactant: Cl[C:2](OC1C=CC([N+]([O-])=O)=CC=1)=[O:3].[C:14]([O:18][CH2:19][CH3:20])(=[O:17])[NH:15][NH2:16].CCN(CC)CC.[CH2:28]([O:31][CH:32]([CH2:35][O:36][CH2:37][C:38]#[CH:39])[CH2:33][NH2:34])[C:29]#[CH:30]. Product: [CH2:28]([O:31][CH:32]([CH2:35][O:36][CH2:37][C:38]#[CH:39])[CH2:33][NH:34][C:2]([NH:16][NH:15][C:14]([O:18][CH2:19][CH3:20])=[O:17])=[O:3])[C:29]#[CH:30]. The catalyst class is: 20.